Dataset: Full USPTO retrosynthesis dataset with 1.9M reactions from patents (1976-2016). Task: Predict the reactants needed to synthesize the given product. (1) The reactants are: [CH3:1][C@:2]12[CH2:19][CH2:18][C@H:17]3[C@@H:7]([CH2:8][CH2:9][C:10]4[C@:15]3([CH3:16])[CH:14]=[CH:13][C:12](=[O:20])[CH:11]=4)[C@@H:6]1[CH2:5][CH2:4][C:3]2=[O:21].[OH2:22].[C:23]1([CH3:33])C=CC(S(O)(=O)=O)=CC=1. Given the product [CH2:33]1[CH2:23][O:22][C:3]2([CH2:4][CH2:5][C@H:6]3[C@H:7]4[C@H:17]([CH2:18][CH2:19][C@:2]23[CH3:1])[C@:15]2([CH3:16])[C:10](=[CH:11][C:12](=[O:20])[CH:13]=[CH:14]2)[CH2:9][CH2:8]4)[O:21]1, predict the reactants needed to synthesize it. (2) The reactants are: [CH3:1][C:2]1[CH:11]=[CH:10][C:5]([C:6]([O:8][CH3:9])=[O:7])=[CH:4][N+:3]=1[O-]. Given the product [C:6]([O:8][CH2:1][C:2]1[CH:11]=[CH:10][C:5]([C:6]([O:8][CH3:9])=[O:7])=[CH:4][N:3]=1)(=[O:7])[CH3:5], predict the reactants needed to synthesize it.